From a dataset of Reaction yield outcomes from USPTO patents with 853,638 reactions. Predict the reaction yield, written as a fraction of the theoretical maximum amount of product (1.0 means a 100% yield; for example, 0.34 means a 34% yield). (1) The reactants are [F:1][C:2]1[CH:3]=[C:4]([C:14]2[N:15]([C:19]([O:21][C:22]([CH3:25])([CH3:24])[CH3:23])=[O:20])[CH:16]=[CH:17][CH:18]=2)[CH:5]=[C:6]2[C:10]=1[NH:9][C:8](=[O:11])[C:7]2([CH3:13])[CH3:12].ClS([N:30]=[C:31]=O)(=O)=O.CN(C=O)C. The catalyst is C(OCC)(=O)C. The product is [C:31]([C:16]1[N:15]([C:19]([O:21][C:22]([CH3:25])([CH3:24])[CH3:23])=[O:20])[C:14]([C:4]2[CH:5]=[C:6]3[C:10](=[C:2]([F:1])[CH:3]=2)[NH:9][C:8](=[O:11])[C:7]3([CH3:13])[CH3:12])=[CH:18][CH:17]=1)#[N:30]. The yield is 0.210. (2) The reactants are C[Si]([N-][Si](C)(C)C)(C)C.[K+].F[C:12]1[CH:17]=[CH:16][C:15]([O:18][CH3:19])=[CH:14][CH:13]=1.[C:20](#[N:24])[CH:21]([CH3:23])[CH3:22].Cl. The catalyst is O1CCCC1. The product is [CH3:19][O:18][C:15]1[CH:16]=[CH:17][C:12]([C:21]([CH3:23])([CH3:22])[C:20]#[N:24])=[CH:13][CH:14]=1. The yield is 0.520. (3) The reactants are [F:1][C:2]1[CH:7]=[CH:6][C:5]([F:8])=[CH:4][C:3]=1[CH2:9][C:10]([N:12]1[C:20]2[C:15](=[CH:16][C:17]([C:21]3[C:25]4[C:26]([N:43](C(OC(C)(C)C)=O)C(OC(C)(C)C)=O)=[N:27][CH:28]=[C:29]([CH2:30][CH2:31][NH:32][C:33]([O:35][CH2:36][C:37]5[CH:42]=[CH:41][CH:40]=[CH:39][CH:38]=5)=[O:34])[C:24]=4[O:23][CH:22]=3)=[CH:18][CH:19]=2)[CH2:14][CH2:13]1)=[O:11].Cl.O1CCOCC1. No catalyst specified. The product is [NH2:43][C:26]1[C:25]2[C:21]([C:17]3[CH:16]=[C:15]4[C:20](=[CH:19][CH:18]=3)[N:12]([C:10](=[O:11])[CH2:9][C:3]3[CH:4]=[C:5]([F:8])[CH:6]=[CH:7][C:2]=3[F:1])[CH2:13][CH2:14]4)=[CH:22][O:23][C:24]=2[C:29]([CH2:30][CH2:31][NH:32][C:33](=[O:34])[O:35][CH2:36][C:37]2[CH:38]=[CH:39][CH:40]=[CH:41][CH:42]=2)=[CH:28][N:27]=1. The yield is 0.850. (4) The product is [S:17]([C:15]1[S:16][C:12]([NH:11][S:8]([C:5]2[CH:6]=[CH:7][C:2]([NH:1][C:28](=[O:38])[CH2:29][CH2:30][CH2:31][CH2:32][CH2:33][CH2:34][CH2:35][CH2:36][CH3:37])=[CH:3][CH:4]=2)(=[O:10])=[O:9])=[N:13][N:14]=1)(=[O:18])(=[O:19])[NH2:20]. The yield is 0.600. The reactants are [NH2:1][C:2]1[CH:7]=[CH:6][C:5]([S:8]([NH:11][C:12]2[S:16][C:15]([S:17]([NH2:20])(=[O:19])=[O:18])=[N:14][N:13]=2)(=[O:10])=[O:9])=[CH:4][CH:3]=1.C(N(CC)CC)C.[C:28](Cl)(=[O:38])[CH2:29][CH2:30][CH2:31][CH2:32][CH2:33][CH2:34][CH2:35][CH2:36][CH3:37]. The catalyst is C(#N)C.